This data is from Full USPTO retrosynthesis dataset with 1.9M reactions from patents (1976-2016). The task is: Predict the reactants needed to synthesize the given product. (1) Given the product [CH:1]1(/[CH:6]=[CH:7]/[C@@H:8]([OH:9])[C@H:10]([OH:14])[C@@H:11]([OH:18])[C@@H:12]([O:16][CH3:17])[C:13]([NH:20][C@H:21]2[CH2:27][CH2:26][C:25]3[CH:28]=[CH:29][CH:30]=[CH:31][C:24]=3[N:23]([CH3:32])[C:22]2=[O:33])=[O:15])[CH2:5][CH2:4][CH2:3][CH2:2]1, predict the reactants needed to synthesize it. The reactants are: [CH:1]1(/[CH:6]=[CH:7]/[C@H:8]([C@@H:10]2[O:14][C:13](=[O:15])[C@H:12]([O:16][CH3:17])[C@@H:11]2[OH:18])[OH:9])[CH2:5][CH2:4][CH2:3][CH2:2]1.Cl.[NH2:20][C@H:21]1[CH2:27][CH2:26][C:25]2[CH:28]=[CH:29][CH:30]=[CH:31][C:24]=2[N:23]([CH3:32])[C:22]1=[O:33].C(C(CCCC)C([O-])=O)C.[Na+]. (2) Given the product [CH3:1][O:2][C:3](=[O:23])[C@@H:4]([N:9]1[C:18](=[O:19])[C:17]2[C:12](=[CH:13][C:14]([O:20][CH3:21])=[CH:15][CH:16]=2)[N:11]([CH2:36][C:28]2[C:29]3[C:34](=[CH:33][CH:32]=[CH:31][C:30]=3[CH3:35])[N:26]([CH3:25])[CH:27]=2)[C:10]1=[O:22])[CH2:5][CH2:6][CH2:7][CH3:8], predict the reactants needed to synthesize it. The reactants are: [CH3:1][O:2][C:3](=[O:23])[C@@H:4]([N:9]1[C:18](=[O:19])[C:17]2[C:12](=[CH:13][C:14]([O:20][CH3:21])=[CH:15][CH:16]=2)[NH:11][C:10]1=[O:22])[CH2:5][CH2:6][CH2:7][CH3:8].[I-].[CH3:25][N:26]1[C:34]2[C:29](=[C:30]([CH3:35])[CH:31]=[CH:32][CH:33]=2)[C:28]([CH2:36][N+](C)(C)C)=[CH:27]1.C([O-])([O-])=O.[K+].[K+]. (3) Given the product [NH2:36][C:2]1[N:7]=[C:6]([C:8]2[S:12][C:11]([CH:13]3[CH2:18][CH2:17][O:16][CH2:15][CH2:14]3)=[N:10][C:9]=2[C:19]2[C:20]([F:34])=[C:21]([NH:25][S:26]([C:29]3[CH:33]=[CH:32][O:31][CH:30]=3)(=[O:28])=[O:27])[CH:22]=[CH:23][CH:24]=2)[CH:5]=[CH:4][N:3]=1, predict the reactants needed to synthesize it. The reactants are: Cl[C:2]1[N:7]=[C:6]([C:8]2[S:12][C:11]([CH:13]3[CH2:18][CH2:17][O:16][CH2:15][CH2:14]3)=[N:10][C:9]=2[C:19]2[C:20]([F:34])=[C:21]([NH:25][S:26]([C:29]3[CH:33]=[CH:32][O:31][CH:30]=3)(=[O:28])=[O:27])[CH:22]=[CH:23][CH:24]=2)[CH:5]=[CH:4][N:3]=1.[OH-].[NH4+:36]. (4) Given the product [NH2:1][C:2]1[C:11]2[C:6](=[CH:7][CH:8]=[CH:9][C:10]=2[O:12][CH2:13][C:14]([NH:17][C:18](=[O:38])[C:19]2[CH:24]=[C:23]([O:25][CH3:26])[CH:22]=[C:21]([O:27][CH2:28][CH2:29][OH:30])[CH:20]=2)([CH3:15])[CH3:16])[N:5]=[C:4]([CH3:39])[C:3]=1[C:40]([OH:42])=[O:41], predict the reactants needed to synthesize it. The reactants are: [NH2:1][C:2]1[C:11]2[C:6](=[CH:7][CH:8]=[CH:9][C:10]=2[O:12][CH2:13][C:14]([NH:17][C:18](=[O:38])[C:19]2[CH:24]=[C:23]([O:25][CH3:26])[CH:22]=[C:21]([O:27][CH2:28][CH2:29][O:30]CC3C=CC=CC=3)[CH:20]=2)([CH3:16])[CH3:15])[N:5]=[C:4]([CH3:39])[C:3]=1[C:40]([OH:42])=[O:41]. (5) Given the product [C:3]([N:8]1[CH2:13][CH2:12][CH:11]([CH2:14][CH2:15][NH:16][C:17]([N:19]2[CH2:23][CH:22]([CH2:24][C:25]([CH3:28])([CH3:27])[CH3:26])[C:21]3([C:36]4[C:31](=[CH:32][C:33]([Cl:37])=[CH:34][CH:35]=4)[NH:30][C:29]3=[O:38])[CH:20]2[C:39]2[CH:44]=[CH:43][CH:42]=[C:41]([Cl:45])[C:40]=2[F:46])=[O:18])[CH2:10][CH2:9]1)(=[O:4])[CH3:2], predict the reactants needed to synthesize it. The reactants are: F[C:2](F)(F)[C:3](O)=[O:4].[NH:8]1[CH2:13][CH2:12][CH:11]([CH2:14][CH2:15][NH:16][C:17]([N:19]2[CH2:23][CH:22]([CH2:24][C:25]([CH3:28])([CH3:27])[CH3:26])[C:21]3([C:36]4[C:31](=[CH:32][C:33]([Cl:37])=[CH:34][CH:35]=4)[NH:30][C:29]3=[O:38])[CH:20]2[C:39]2[CH:44]=[CH:43][CH:42]=[C:41]([Cl:45])[C:40]=2[F:46])=[O:18])[CH2:10][CH2:9]1.C(N(CC)CC)C.C(Cl)(=O)C. (6) Given the product [CH3:14][N:7]1[CH2:8][CH2:9][C:4]2[CH:3]=[C:2]([C:10]([O:12][CH3:13])=[O:11])[S:1][C:5]=2[CH2:6]1, predict the reactants needed to synthesize it. The reactants are: [S:1]1[C:5]2=[CH:6][N:7]=[CH:8][CH:9]=[C:4]2[CH:3]=[C:2]1[C:10]([O:12][CH3:13])=[O:11].[C:14](#N)C.